Dataset: Catalyst prediction with 721,799 reactions and 888 catalyst types from USPTO. Task: Predict which catalyst facilitates the given reaction. (1) Reactant: [Br:1][C:2]1[CH:7]=[CH:6][C:5]([C:8]2[CH:16]=[CH:15][CH:14]=[C:13]3[C:9]=2[CH2:10][C:11](=[O:17])[NH:12]3)=[CH:4][CH:3]=1.[CH3:18][C@H:19]1[NH:24][C@@H:23]([CH3:25])[CH2:22][N:21]([C:26]([C:28]2[C:29]([CH3:36])=[C:30]([CH:34]=O)[NH:31][C:32]=2[CH3:33])=[O:27])[CH2:20]1. Product: [Br:1][C:2]1[CH:3]=[CH:4][C:5]([C:8]2[CH:16]=[CH:15][CH:14]=[C:13]3[C:9]=2[C:10](=[CH:34][C:30]2[NH:31][C:32]([CH3:33])=[C:28]([C:26]([N:21]4[CH2:20][C@H:19]([CH3:18])[NH:24][C@H:23]([CH3:25])[CH2:22]4)=[O:27])[C:29]=2[CH3:36])[C:11](=[O:17])[NH:12]3)=[CH:6][CH:7]=1. The catalyst class is: 360. (2) Reactant: [CH3:1][CH2:2][O:3][C:4]1[N:12]([CH2:13][C:14]2[CH:19]=[CH:18][C:17]([C:20]3[C:25]([C:26]4[N:30](C(C5C=CC=CC=5)(C5C=CC=CC=5)C5C=CC=CC=5)[N:29]=[N:28][N:27]=4)=[CH:24][CH:23]=[CH:22][CH:21]=3)=[CH:16][CH:15]=2)[C:11]2[C:6](=[CH:7][CH:8]=[CH:9][C:10]=2[C:50]([OH:52])=[O:51])[N:5]=1.CN(C)C=O.C(=O)([O-])[O-].[K+].[K+].[CH3:64][CH:65](Cl)[O:66][C:67]([O:69][CH:70]1[CH2:75][CH2:74][CH2:73][CH2:72][CH2:71]1)=[O:68]. Product: [CH3:1][CH2:2][O:3][C:4]1[N:12]([CH2:13][C:14]2[CH:19]=[CH:18][C:17]([C:20]3[CH:21]=[CH:22][CH:23]=[CH:24][C:25]=3[C:26]3[N:30]=[N:29][NH:28][N:27]=3)=[CH:16][CH:15]=2)[C:11]2[C:10]([C:50]([O:52][CH:65]([O:66][C:67]([O:69][CH:70]3[CH2:75][CH2:74][CH2:73][CH2:72][CH2:71]3)=[O:68])[CH3:64])=[O:51])=[CH:9][CH:8]=[CH:7][C:6]=2[N:5]=1. The catalyst class is: 6. (3) Reactant: [C:1]([O:5][C:6](=[O:8])[NH2:7])([CH3:4])([CH3:3])[CH3:2].CC(OI1(OC(C)=O)(OC(C)=O)[O:22][C:20](=O)[C:19]2[CH:18]=[CH:17][CH:16]=[CH:15]C1=2)=O. Product: [O:22]=[CH:20][CH2:19][CH:18]1[CH2:15][CH:16]([NH:7][C:6](=[O:8])[O:5][C:1]([CH3:4])([CH3:3])[CH3:2])[CH2:17]1. The catalyst class is: 2. (4) Reactant: [F:1][C:2]1[CH:3]=[C:4]([NH:31][C:32]([C:34]2[C:35](=[O:47])[N:36]([C:40]3[CH:45]=[CH:44][C:43]([F:46])=[CH:42][CH:41]=3)[CH:37]=[CH:38][CH:39]=2)=[O:33])[CH:5]=[CH:6][C:7]=1[O:8][C:9]1[C:17]([N:18]2[CH2:23][CH2:22][O:21][CH:20]([CH3:24])[CH2:19]2)=[CH:16][C:15]2[C:11](=[CH:12][N:13](C3CCCCO3)[N:14]=2)[CH:10]=1.CO.CS(O)(=O)=O.C(Cl)Cl. Product: [F:1][C:2]1[CH:3]=[C:4]([NH:31][C:32]([C:34]2[C:35](=[O:47])[N:36]([C:40]3[CH:41]=[CH:42][C:43]([F:46])=[CH:44][CH:45]=3)[CH:37]=[CH:38][CH:39]=2)=[O:33])[CH:5]=[CH:6][C:7]=1[O:8][C:9]1[CH:10]=[C:11]2[C:15](=[CH:16][C:17]=1[N:18]1[CH2:23][CH2:22][O:21][CH:20]([CH3:24])[CH2:19]1)[NH:14][N:13]=[CH:12]2. The catalyst class is: 25. (5) Reactant: [NH2:1][C:2]1[CH:3]=[N:4][CH:5]=[CH:6][CH:7]=1.C(N(CC)CC)C.[CH3:15][C:16]([CH3:21])([CH3:20])[C:17](Cl)=[O:18]. Product: [N:4]1[CH:5]=[CH:6][CH:7]=[C:2]([NH:1][C:17](=[O:18])[C:16]([CH3:21])([CH3:20])[CH3:15])[CH:3]=1. The catalyst class is: 2. (6) Reactant: [NH:1]1[C:5]2=[N:6][CH:7]=[CH:8][CH:9]=[C:4]2[CH2:3][CH2:2]1.[Br:10]N1C(=O)CCC1=O.C(=O)(O)[O-].[Na+]. Product: [Br:10][C:8]1[CH:9]=[C:4]2[CH2:3][CH2:2][NH:1][C:5]2=[N:6][CH:7]=1. The catalyst class is: 9. (7) Reactant: [O:1]([C:3]1[CH:8]=[CH:7][C:6]([Cl:9])=[CH:5][C:4]=1[NH:10][C:11]([NH:13][C:14]1[CH:22]=[CH:21][CH:20]=[C:19]2[C:15]=1[CH2:16][CH2:17][N:18]2[CH2:23][C:24]1[CH:29]=[CH:28][N:27]=[C:26]2[N:30](C(OC(C)(C)C)=O)[CH:31]=[CH:32][C:25]=12)=[O:12])[CH3:2].Cl. Product: [ClH:9].[O:1]([C:3]1[CH:8]=[CH:7][C:6]([Cl:9])=[CH:5][C:4]=1[NH:10][C:11]([NH:13][C:14]1[CH:22]=[CH:21][CH:20]=[C:19]2[C:15]=1[CH2:16][CH2:17][N:18]2[CH2:23][C:24]1[CH:29]=[CH:28][N:27]=[C:26]2[NH:30][CH:31]=[CH:32][C:25]=12)=[O:12])[CH3:2]. The catalyst class is: 5.